From a dataset of Catalyst prediction with 721,799 reactions and 888 catalyst types from USPTO. Predict which catalyst facilitates the given reaction. (1) Reactant: [CH2:1]([O:8][CH2:9][CH2:10][CH2:11][CH2:12][C@H:13]([NH:17][C:18]([O:20][CH2:21][CH:22]1[C:34]2[CH:33]=[CH:32][CH:31]=[CH:30][C:29]=2[C:28]2[C:23]1=[CH:24][CH:25]=[CH:26][CH:27]=2)=[O:19])[C:14](O)=[O:15])[C:2]1[CH:7]=[CH:6][CH:5]=[CH:4][CH:3]=1.[CH2:35]([O:39][C:40]([N:42]1[CH2:47][CH2:46][NH:45][CH2:44][CH2:43]1)=[O:41])[CH2:36][CH2:37][CH3:38].C(N1CCOCC1)C.[B-](F)(F)(F)F.CCOC(C(C#N)=NOC(N(C)C)=[N+](C)C)=O. Product: [CH2:35]([O:39][C:40]([N:42]1[CH2:47][CH2:46][N:45]([C:14](=[O:15])[C@@H:13]([NH:17][C:18]([O:20][CH2:21][CH:22]2[C:23]3[CH:24]=[CH:25][CH:26]=[CH:27][C:28]=3[C:29]3[C:34]2=[CH:33][CH:32]=[CH:31][CH:30]=3)=[O:19])[CH2:12][CH2:11][CH2:10][CH2:9][O:8][CH2:1][C:2]2[CH:7]=[CH:6][CH:5]=[CH:4][CH:3]=2)[CH2:44][CH2:43]1)=[O:41])[CH2:36][CH2:37][CH3:38]. The catalyst class is: 39. (2) Reactant: [NH2:1][C:2]1[N:3]([CH3:26])[C:4](=[O:25])[C:5]([C:17]2[CH:18]=[C:19]([CH:22]=[CH:23][CH:24]=2)[CH:20]=O)([C:7]2[CH:12]=[CH:11][C:10]([O:13][CH:14]([F:16])[F:15])=[CH:9][CH:8]=2)[N:6]=1.[NH:27]1[CH2:31][CH2:30][CH2:29][CH2:28]1.C(O[BH-](OC(=O)C)OC(=O)C)(=O)C.[Na+].[OH-].[Na+]. Product: [NH2:1][C:2]1[N:3]([CH3:26])[C:4](=[O:25])[C:5]([C:7]2[CH:12]=[CH:11][C:10]([O:13][CH:14]([F:15])[F:16])=[CH:9][CH:8]=2)([C:17]2[CH:24]=[CH:23][CH:22]=[C:19]([CH2:20][N:27]3[CH2:31][CH2:30][CH2:29][CH2:28]3)[CH:18]=2)[N:6]=1. The catalyst class is: 478. (3) Product: [NH2:8][C:9]1[CH:14]=[CH:13][C:12]([NH:15][CH2:16][C:17]([O:19][CH2:20][CH3:21])=[O:18])=[CH:11][CH:10]=1. The catalyst class is: 4. Reactant: C(OC([NH:8][C:9]1[CH:14]=[CH:13][C:12]([NH:15][CH2:16][C:17]([O:19][CH2:20][CH3:21])=[O:18])=[CH:11][CH:10]=1)=O)(C)(C)C.C(O)(C(F)(F)F)=O. (4) Reactant: [Cl:1][C:2]1[CH:7]=[CH:6][C:5]([S:8]([C:11]2([C:28]3[CH:33]=[C:32]([F:34])[CH:31]=[CH:30][C:29]=3[F:35])[CH2:16][CH2:15][CH:14]([CH2:17][C:18]([C:20]3[CH:21]=[C:22]([CH:25]=[CH:26][CH:27]=3)[CH:23]=[O:24])=[O:19])[CH2:13][CH2:12]2)(=[O:10])=[O:9])=[CH:4][CH:3]=1.S(=O)(=O)([OH:38])N.Cl([O-])=O.[Na+]. The catalyst class is: 46. Product: [Cl:1][C:2]1[CH:7]=[CH:6][C:5]([S:8]([C:11]2([C:28]3[CH:33]=[C:32]([F:34])[CH:31]=[CH:30][C:29]=3[F:35])[CH2:16][CH2:15][CH:14]([CH2:17][C:18]([C:20]3[CH:21]=[C:22]([CH:25]=[CH:26][CH:27]=3)[C:23]([OH:38])=[O:24])=[O:19])[CH2:13][CH2:12]2)(=[O:10])=[O:9])=[CH:4][CH:3]=1. (5) Reactant: [CH3:1][O:2][C:3]([C@H:5]1[CH2:10][CH2:9][C@H:8]([N:11]([CH3:31])[S:12]([C:15]2[CH:16]=[C:17]([CH:28]=[CH:29][CH:30]=2)[C:18]([O:20]CC2C=CC=CC=2)=[O:19])(=[O:14])=[O:13])[CH2:7][CH2:6]1)=[O:4].[H][H]. Product: [CH3:1][O:2][C:3]([C@H:5]1[CH2:6][CH2:7][C@H:8]([N:11]([CH3:31])[S:12]([C:15]2[CH:16]=[C:17]([CH:28]=[CH:29][CH:30]=2)[C:18]([OH:20])=[O:19])(=[O:14])=[O:13])[CH2:9][CH2:10]1)=[O:4]. The catalyst class is: 586.